From a dataset of Full USPTO retrosynthesis dataset with 1.9M reactions from patents (1976-2016). Predict the reactants needed to synthesize the given product. The reactants are: [CH3:1][C:2]1[CH:12]=[CH:11][CH:10]=[CH:9][C:3]=1[CH2:4][CH2:5][C:6](O)=[O:7].C(Cl)(=O)C([Cl:16])=O.CN(C)C=O. Given the product [CH3:1][C:2]1[CH:12]=[CH:11][CH:10]=[CH:9][C:3]=1[CH2:4][CH2:5][C:6]([Cl:16])=[O:7], predict the reactants needed to synthesize it.